The task is: Predict the product of the given reaction.. This data is from Forward reaction prediction with 1.9M reactions from USPTO patents (1976-2016). Given the reactants [CH2:1]([S:3](Cl)(=[O:5])=[O:4])[CH3:2].[F:7][C:8]1[CH:30]=[C:29]([F:31])[CH:28]=[CH:27][C:9]=1[O:10][C:11]1[N:16]=[CH:15][C:14]([NH2:17])=[CH:13][C:12]=1[B:18]1[O:22][C:21]([CH3:24])([CH3:23])[C:20]([CH3:26])([CH3:25])[O:19]1.N1C=CC=CC=1.O, predict the reaction product. The product is: [F:7][C:8]1[CH:30]=[C:29]([F:31])[CH:28]=[CH:27][C:9]=1[O:10][C:11]1[N:16]=[CH:15][C:14]([NH:17][S:3]([CH2:1][CH3:2])(=[O:5])=[O:4])=[CH:13][C:12]=1[B:18]1[O:22][C:21]([CH3:23])([CH3:24])[C:20]([CH3:25])([CH3:26])[O:19]1.